Dataset: Reaction yield outcomes from USPTO patents with 853,638 reactions. Task: Predict the reaction yield, written as a fraction of the theoretical maximum amount of product (1.0 means a 100% yield; for example, 0.34 means a 34% yield). (1) The reactants are [NH2:1][C:2]1[N:7]2[N:8]=[C:9]([C:11]3[O:12][CH:13]=[CH:14][CH:15]=3)[N:10]=[C:6]2[CH:5]=[C:4]([C:16]2C=CC=CC=2C=O)[N:3]=1.NC1N2N=[C:32]([C:34]3OC=[CH:37][CH:38]=3)[N:33]=[C:29]2[CH:28]=[C:27](C=O)[N:26]=1.[ClH:41]. The catalyst is C(OCC)(=O)C. The product is [ClH:41].[ClH:41].[NH2:1][C:2]1[N:7]2[N:8]=[C:9]([C:11]3[O:12][CH:13]=[CH:14][CH:15]=3)[N:10]=[C:6]2[CH:5]=[C:4]([CH2:16][NH:26][CH2:27][CH2:28][C:29]2[CH:37]=[CH:38][CH:34]=[CH:32][N:33]=2)[N:3]=1. The yield is 0.200. (2) The reactants are FC(F)(F)S(O[C:7]1[CH:8]=[CH:9][CH:10]=[C:11]2[C:16]=1[CH2:15][N:14]([C:17]([O:19][C@H:20]1[CH2:24][N:23]([C:25]([O:27][C:28]([CH3:31])([CH3:30])[CH3:29])=[O:26])[C@H:22]([C:32]([O:34][CH3:35])=[O:33])[CH2:21]1)=[O:18])[CH2:13][CH2:12]2)(=O)=O.[CH2:38]([Sn](CCCC)(CCCC)C=C)[CH2:39]CC.[Cl-].[Li+]. The catalyst is CN(C=O)C.C1C=CC(P(C2C=CC=CC=2)C2C=CC=CC=2)=CC=1.C1C=CC(P(C2C=CC=CC=2)C2C=CC=CC=2)=CC=1.Cl[Pd]Cl. The product is [CH:38]([C:7]1[CH:8]=[CH:9][CH:10]=[C:11]2[C:16]=1[CH2:15][N:14]([C:17]([O:19][C@H:20]1[CH2:24][N:23]([C:25]([O:27][C:28]([CH3:30])([CH3:29])[CH3:31])=[O:26])[C@H:22]([C:32]([O:34][CH3:35])=[O:33])[CH2:21]1)=[O:18])[CH2:13][CH2:12]2)=[CH2:39]. The yield is 0.740. (3) The reactants are [F:1][C:2]1[CH:10]=[CH:9][CH:8]=[C:7]([I:11])[C:3]=1[C:4]([OH:6])=[O:5].O[Li].O.S(OC)(O[CH3:19])(=O)=O.[NH4+].[Cl-]. The catalyst is C1COCC1. The product is [CH3:19][O:5][C:4](=[O:6])[C:3]1[C:7]([I:11])=[CH:8][CH:9]=[CH:10][C:2]=1[F:1]. The yield is 0.990. (4) The reactants are Br[CH2:2][CH2:3][O:4][C:5]1[CH:20]=[CH:19][C:8]([O:9][C:10]2[S:11][C:12]3[CH:18]=[CH:17][CH:16]=[CH:15][C:13]=3[N:14]=2)=[CH:7][CH:6]=1.[NH:21]1[CH2:29][CH2:28][CH:24]([C:25]([NH2:27])=[O:26])[CH2:23][CH2:22]1.CNC. The catalyst is CC#N. The product is [S:11]1[C:12]2[CH:18]=[CH:17][CH:16]=[CH:15][C:13]=2[N:14]=[C:10]1[O:9][C:8]1[CH:19]=[CH:20][C:5]([O:4][CH2:3][CH2:2][N:21]2[CH2:29][CH2:28][CH:24]([C:25]([NH2:27])=[O:26])[CH2:23][CH2:22]2)=[CH:6][CH:7]=1. The yield is 0.630. (5) The yield is 0.310. The reactants are N(C(C)(C)C#N)=NC(C)(C)C#N.[Br:13]N1C(=O)CCC1=O.[F:21][C:22]1[CH:23]=[C:24]2[C:29](=[CH:30][CH:31]=1)[N:28]([CH3:32])[C:27](=[O:33])[CH:26]=[C:25]2[CH3:34]. The catalyst is C(Cl)(Cl)(Cl)Cl. The product is [Br:13][CH2:34][C:25]1[C:24]2[C:29](=[CH:30][CH:31]=[C:22]([F:21])[CH:23]=2)[N:28]([CH3:32])[C:27](=[O:33])[CH:26]=1. (6) The product is [BrH:1].[CH2:19]([N:18]1[C:17]2[CH:26]=[CH:27][CH:28]=[CH:29][C:16]=2[N:15]([CH2:2][CH:3]([OH:12])[CH2:4][O:5][C:6]2[CH:11]=[CH:10][CH:9]=[CH:8][CH:7]=2)[C:14]1=[NH:13])[C:20]1[CH:21]=[CH:22][CH:23]=[CH:24][CH:25]=1. The catalyst is C1(C)C=CC=CC=1. The reactants are [Br:1][CH2:2][CH:3]([OH:12])[CH2:4][O:5][C:6]1[CH:11]=[CH:10][CH:9]=[CH:8][CH:7]=1.[NH2:13][C:14]1[N:18]([CH2:19][C:20]2[CH:25]=[CH:24][CH:23]=[CH:22][CH:21]=2)[C:17]2[CH:26]=[CH:27][CH:28]=[CH:29][C:16]=2[N:15]=1. The yield is 0.230. (7) The reactants are [Cl:1][C:2]1[CH:3]=[C:4]2[C:8](=[CH:9][CH:10]=1)[NH:7][CH:6]=[CH:5]2.[H-].[Na+].Cl[C:14]1[N:18]([CH3:19])[N:17]=[C:16]([CH3:20])[C:15]=1[CH:21]=[O:22].O. The catalyst is CN(C)C=O. The product is [Cl:1][C:2]1[CH:3]=[C:4]2[C:8](=[CH:9][CH:10]=1)[N:7]([C:14]1[N:18]([CH3:19])[N:17]=[C:16]([CH3:20])[C:15]=1[CH:21]=[O:22])[CH:6]=[CH:5]2. The yield is 0.490. (8) The reactants are [F:1][C:2]1[CH:19]=[C:18]([N+:20]([O-])=O)[CH:17]=[CH:16][C:3]=1[O:4][C:5]1[C:6]2[S:13][C:12]([S:14][CH3:15])=[CH:11][C:7]=2[N:8]=[CH:9][N:10]=1. The catalyst is CC(O)=O.[Fe]. The product is [F:1][C:2]1[CH:19]=[C:18]([NH2:20])[CH:17]=[CH:16][C:3]=1[O:4][C:5]1[C:6]2[S:13][C:12]([S:14][CH3:15])=[CH:11][C:7]=2[N:8]=[CH:9][N:10]=1. The yield is 0.950. (9) The reactants are [N:1]1[CH:6]=[CH:5][CH:4]=[C:3]([NH:7][C:8](=[O:15])OCC(Cl)(Cl)Cl)[CH:2]=1.[S:16]1[CH:20]=[CH:19][CH:18]=[C:17]1[C:21]1[N:25]=[C:24]([N:26]2[CH2:31][CH2:30][NH:29][CH2:28][CH2:27]2)[S:23][N:22]=1.C(N(C(C)C)CC)(C)C.O. The catalyst is CS(C)=O. The product is [N:1]1[CH:6]=[CH:5][CH:4]=[C:3]([NH:7][C:8]([N:29]2[CH2:28][CH2:27][N:26]([C:24]3[S:23][N:22]=[C:21]([C:17]4[S:16][CH:20]=[CH:19][CH:18]=4)[N:25]=3)[CH2:31][CH2:30]2)=[O:15])[CH:2]=1. The yield is 0.371.